Dataset: Reaction yield outcomes from USPTO patents with 853,638 reactions. Task: Predict the reaction yield, written as a fraction of the theoretical maximum amount of product (1.0 means a 100% yield; for example, 0.34 means a 34% yield). The reactants are [Si:1]([O:8][CH2:9][CH2:10][CH2:11][N:12]1[C:21](=[O:22])[C:20]2[C:15](=[CH:16][CH:17]=[C:18]([C:23]([F:26])([F:25])[F:24])[CH:19]=2)[NH:14][C:13]1=[O:27])([C:4]([CH3:7])([CH3:6])[CH3:5])([CH3:3])[CH3:2].[C:28]([O-])([O-])=O.[K+].[K+].CI. The catalyst is CN(C=O)C.CC(=O)OCC.O. The product is [Si:1]([O:8][CH2:9][CH2:10][CH2:11][N:12]1[C:21](=[O:22])[C:20]2[C:15](=[CH:16][CH:17]=[C:18]([C:23]([F:25])([F:26])[F:24])[CH:19]=2)[N:14]([CH3:28])[C:13]1=[O:27])([C:4]([CH3:7])([CH3:5])[CH3:6])([CH3:3])[CH3:2]. The yield is 0.643.